From a dataset of Forward reaction prediction with 1.9M reactions from USPTO patents (1976-2016). Predict the product of the given reaction. (1) Given the reactants CS(C)=O.C(Cl)(=O)C(Cl)=O.[OH:11][CH2:12][C@@H:13]1[CH2:17][CH2:16][N:15]([C:18]([O:20][C:21]([CH3:24])([CH3:23])[CH3:22])=[O:19])[CH2:14]1.C(N(CC)CC)C, predict the reaction product. The product is: [CH:12]([C@@H:13]1[CH2:17][CH2:16][N:15]([C:18]([O:20][C:21]([CH3:24])([CH3:23])[CH3:22])=[O:19])[CH2:14]1)=[O:11]. (2) The product is: [CH:14]1([C:2]2[CH:7]=[CH:6][N:5]=[C:4]([CH2:8][C:9]([O:11][CH3:12])=[O:10])[CH:3]=2)[CH2:16][CH2:15]1. Given the reactants Br[C:2]1[CH:7]=[CH:6][N:5]=[C:4]([CH2:8][C:9]([O:11][CH3:12])=[O:10])[CH:3]=1.[Br-].[CH:14]1([Zn+])[CH2:16][CH2:15]1.C1COCC1, predict the reaction product. (3) Given the reactants [Cl:1][C:2]1[CH:10]=[C:9]2[C:5]([C:6]([CH:11]=[O:12])=[CH:7][NH:8]2)=[CH:4][C:3]=1[C:13]1[CH:18]=[CH:17][C:16]([O:19][CH:20]2[CH2:23][O:22][CH2:21]2)=[CH:15][CH:14]=1.CC(=CC)C.Cl([O-])=[O:30].[Na+].OP([O-])(O)=O.[Na+], predict the reaction product. The product is: [Cl:1][C:2]1[CH:10]=[C:9]2[C:5]([C:6]([C:11]([OH:30])=[O:12])=[CH:7][NH:8]2)=[CH:4][C:3]=1[C:13]1[CH:18]=[CH:17][C:16]([O:19][CH:20]2[CH2:23][O:22][CH2:21]2)=[CH:15][CH:14]=1. (4) The product is: [CH3:34][O:33][CH2:32][CH2:25][CH2:24][N:1]1[C:9]2[C:4](=[CH:5][CH:6]=[CH:7][CH:8]=2)[C:3]2([C:21]3[C:12](=[CH:13][C:14]4[CH2:50][O:49][CH2:48][O:16][C:15]=4[CH:20]=3)[O:11][CH2:10]2)[C:2]1=[O:22]. Given the reactants [NH:1]1[C:9]2[C:4](=[CH:5][CH:6]=[CH:7][CH:8]=2)[C:3]2([C:21]3[C:12](=[CH:13][C:14]4OCC[O:16][C:15]=4[CH:20]=3)[O:11][CH2:10]2)[C:2]1=[O:22].N1C2C(=CC=CC=2)[C@@:25]2(C3[C:34](=CC4OCCOC=4C=3)[O:33][CH2:32]2)[C:24]1=O.BrCC[CH2:48][O:49][CH3:50].BrCCCCC, predict the reaction product.